This data is from Reaction yield outcomes from USPTO patents with 853,638 reactions. The task is: Predict the reaction yield, written as a fraction of the theoretical maximum amount of product (1.0 means a 100% yield; for example, 0.34 means a 34% yield). The reactants are C([N:8]1[CH2:13][CH2:12][CH:11]([N:14]2[CH2:23][C:22]3[C:17](=[CH:18][CH:19]=[C:20]([OH:24])[CH:21]=3)[NH:16][C:15]2=[O:25])[CH2:10][CH2:9]1)C1C=CC=CC=1. The catalyst is CO.[Pd]. The product is [OH:24][C:20]1[CH:21]=[C:22]2[C:17](=[CH:18][CH:19]=1)[NH:16][C:15](=[O:25])[N:14]([CH:11]1[CH2:12][CH2:13][NH:8][CH2:9][CH2:10]1)[CH2:23]2. The yield is 0.810.